Dataset: Full USPTO retrosynthesis dataset with 1.9M reactions from patents (1976-2016). Task: Predict the reactants needed to synthesize the given product. (1) Given the product [Cl:1][C:2]1[CH:3]=[C:4]([CH:8]([OH:27])[CH:9]([CH2:15][C:16]2[CH:17]=[CH:18][C:19]([CH2:22][C:23]([CH3:26])([CH3:25])[CH3:24])=[CH:20][CH:21]=2)[C:10]([O:12][CH2:13][CH3:14])=[O:11])[CH:5]=[CH:6][CH:7]=1, predict the reactants needed to synthesize it. The reactants are: [Cl:1][C:2]1[CH:3]=[C:4]([C:8](=[O:27])[CH:9]([CH2:15][C:16]2[CH:21]=[CH:20][C:19]([CH2:22][C:23]([CH3:26])([CH3:25])[CH3:24])=[CH:18][CH:17]=2)[C:10]([O:12][CH2:13][CH3:14])=[O:11])[CH:5]=[CH:6][CH:7]=1.Cl. (2) Given the product [CH3:7][C:8]([CH3:32])([CH3:31])[CH2:9][CH2:10][N:11]1[CH2:16][CH2:15][N:14]([C:17](=[O:30])[CH2:18][CH2:19][C:20]2[CH:28]=[CH:27][C:23]([C:24]([N:48]3[CH2:47][CH2:46][C:45]4[N:44]=[C:43]([CH3:42])[NH:52][C:51]=4[C:50]4[CH:53]=[CH:54][CH:55]=[CH:56][C:49]3=4)=[O:26])=[CH:22][C:21]=2[CH3:29])[CH2:13][CH2:12]1, predict the reactants needed to synthesize it. The reactants are: C(Cl)(=O)C(Cl)=O.[CH3:7][C:8]([CH3:32])([CH3:31])[CH2:9][CH2:10][N:11]1[CH2:16][CH2:15][N:14]([C:17](=[O:30])[CH2:18][CH2:19][C:20]2[CH:28]=[CH:27][C:23]([C:24]([OH:26])=O)=[CH:22][C:21]=2[CH3:29])[CH2:13][CH2:12]1.CCN(C(C)C)C(C)C.[CH3:42][C:43]1[NH:52][C:51]2[C:50]3[CH:53]=[CH:54][CH:55]=[CH:56][C:49]=3[NH:48][CH2:47][CH2:46][C:45]=2[N:44]=1.